This data is from Reaction yield outcomes from USPTO patents with 853,638 reactions. The task is: Predict the reaction yield, written as a fraction of the theoretical maximum amount of product (1.0 means a 100% yield; for example, 0.34 means a 34% yield). (1) The reactants are [Cl:1][C:2]1[CH:7]=[CH:6][N:5]=[CH:4][C:3]=1B1OC(C)(C)C(C)(C)O1.Cl[C:18]1[N:23]=[C:22]([CH3:24])[N:21]=[C:20]([NH2:25])[CH:19]=1.C(=O)([O-])[O-].[Cs+].[Cs+]. The catalyst is O1CCOCC1.O.[NH4+].[Cl-].[Pd+2].ClC1C=C[C-](P(C2C=CC=CC=2)C2C=CC=CC=2)C=1Cl.[C-]1(P(C2C=CC=CC=2)C2C=CC=CC=2)C=CC=C1.[Fe+2]. The product is [Cl:1][C:2]1[CH:7]=[CH:6][N:5]=[CH:4][C:3]=1[C:18]1[N:23]=[C:22]([CH3:24])[N:21]=[C:20]([NH2:25])[CH:19]=1. The yield is 0.150. (2) The reactants are Br[CH2:2][CH2:3][O:4][C:5]1[CH:10]=[CH:9][C:8]([C:11]2[N:12]([CH2:24][CH3:25])[C:13]3[C:18]([C:19]=2[C:20]#[N:21])=[CH:17][CH:16]=[C:15]([O:22][CH3:23])[CH:14]=3)=[CH:7][CH:6]=1.[N-:26]=[N+:27]=[N-:28].[Na+]. The catalyst is CO. The product is [N:26]([CH2:2][CH2:3][O:4][C:5]1[CH:10]=[CH:9][C:8]([C:11]2[N:12]([CH2:24][CH3:25])[C:13]3[C:18]([C:19]=2[C:20]#[N:21])=[CH:17][CH:16]=[C:15]([O:22][CH3:23])[CH:14]=3)=[CH:7][CH:6]=1)=[N+:27]=[N-:28]. The yield is 0.800.